From a dataset of Full USPTO retrosynthesis dataset with 1.9M reactions from patents (1976-2016). Predict the reactants needed to synthesize the given product. Given the product [F:26][C:6]1([F:5])[O:10][C:9]2[CH:11]=[C:12]([N+:1]([O-:4])=[O:2])[CH:13]=[C:14]([C@@:15]34[N:24]=[C:23]([NH:25][C:33](=[O:34])[O:35][C:36]([CH3:39])([CH3:38])[CH3:37])[S:22][CH2:21][C@@H:20]3[CH2:19][CH2:18][O:17][CH2:16]4)[C:8]=2[O:7]1, predict the reactants needed to synthesize it. The reactants are: [N+:1]([O-:4])(O)=[O:2].[F:5][C:6]1([F:26])[O:10][C:9]2[CH:11]=[CH:12][CH:13]=[C:14]([C@@:15]34[N:24]=[C:23]([NH2:25])[S:22][CH2:21][C@@H:20]3[CH2:19][CH2:18][O:17][CH2:16]4)[C:8]=2[O:7]1.S(=O)(=O)(O)O.[OH-].[C:33](O[C:33]([O:35][C:36]([CH3:39])([CH3:38])[CH3:37])=[O:34])([O:35][C:36]([CH3:39])([CH3:38])[CH3:37])=[O:34].